Dataset: Forward reaction prediction with 1.9M reactions from USPTO patents (1976-2016). Task: Predict the product of the given reaction. (1) Given the reactants [C:1]([OH:9])(=O)[CH2:2][CH2:3][CH2:4][CH2:5][CH2:6][CH3:7].C(Cl)(=O)C(Cl)=O.[CH3:16][C:17]1([CH3:32])[C:21]([CH3:23])([CH3:22])[O:20][B:19]([C:24]2[CH:29]=[CH:28][C:27]([CH2:30][NH2:31])=[CH:26][CH:25]=2)[O:18]1.C(N(CC)CC)C, predict the reaction product. The product is: [CH3:22][C:21]1([CH3:23])[C:17]([CH3:16])([CH3:32])[O:18][B:19]([C:24]2[CH:29]=[CH:28][C:27]([CH2:30][NH:31][C:1](=[O:9])[CH2:2][CH2:3][CH2:4][CH2:5][CH2:6][CH3:7])=[CH:26][CH:25]=2)[O:20]1. (2) Given the reactants C([O:8][C@@H:9]([C:11]1[O:12][C:13]2[C:18]([C:19](=[O:28])[C:20]=1[C:21]1[CH:26]=[CH:25][CH:24]=[C:23]([F:27])[CH:22]=1)=[CH:17][C:16]([F:29])=[CH:15][CH:14]=2)[CH3:10])C1C=CC=CC=1.[Cl-].[Al+3].[Cl-].[Cl-], predict the reaction product. The product is: [F:29][C:16]1[CH:17]=[C:18]2[C:13](=[CH:14][CH:15]=1)[O:12][C:11]([C@H:9]([OH:8])[CH3:10])=[C:20]([C:21]1[CH:26]=[CH:25][CH:24]=[C:23]([F:27])[CH:22]=1)[C:19]2=[O:28]. (3) Given the reactants [F:1][C:2]1[CH:8]=[CH:7][C:5]([NH2:6])=[CH:4][CH:3]=1.Cl.[N:10]([O-])=O.[Na+].CC([O-])=O.[Na+].[Cl:19][CH:20](C(C)=O)[C:21]([O:23][CH3:24])=[O:22], predict the reaction product. The product is: [CH3:24][O:23][C:21](=[O:22])[C:20](=[N:10][NH:6][C:5]1[CH:7]=[CH:8][C:2]([F:1])=[CH:3][CH:4]=1)[Cl:19]. (4) Given the reactants Br[C:2]1[CH:3]=[C:4]([C:25]([F:28])([F:27])[F:26])[C:5]2[N:6]([CH:8]=[C:9]([C:11]([N:13]3[CH2:17][CH2:16][CH:15]([C:18]4[CH:23]=[CH:22][C:21]([F:24])=[CH:20][CH:19]=4)[CH2:14]3)=[O:12])[N:10]=2)[CH:7]=1.[NH:29]1[CH:33]=[C:32](B2OC(C)(C)C(C)(C)O2)[CH:31]=[N:30]1, predict the reaction product. The product is: [F:24][C:21]1[CH:22]=[CH:23][C:18]([CH:15]2[CH2:16][CH2:17][N:13]([C:11]([C:9]3[N:10]=[C:5]4[C:4]([C:25]([F:28])([F:27])[F:26])=[CH:3][C:2]([C:32]5[CH:33]=[N:29][NH:30][CH:31]=5)=[CH:7][N:6]4[CH:8]=3)=[O:12])[CH2:14]2)=[CH:19][CH:20]=1.